The task is: Predict the reactants needed to synthesize the given product.. This data is from Full USPTO retrosynthesis dataset with 1.9M reactions from patents (1976-2016). (1) The reactants are: [CH3:1][C:2]([CH3:18])([CH3:17])[C@H:3]([OH:16])[CH2:4][C:5]1[O:6][C:7]([C:10]2[CH:15]=[CH:14][CH:13]=[CH:12][CH:11]=2)=[N:8][N:9]=1.[N:19]([C@@H:22]([CH2:27][CH2:28][CH2:29][CH3:30])[C:23]([O:25][CH3:26])=[O:24])=[C:20]=[O:21]. Given the product [CH3:1][C:2]([CH3:18])([CH3:17])[C@H:3]([O:16][C:20]([NH:19][C@@H:22]([CH2:27][CH2:28][CH2:29][CH3:30])[C:23]([O:25][CH3:26])=[O:24])=[O:21])[CH2:4][C:5]1[O:6][C:7]([C:10]2[CH:15]=[CH:14][CH:13]=[CH:12][CH:11]=2)=[N:8][N:9]=1, predict the reactants needed to synthesize it. (2) Given the product [O:1]=[C:2]1[CH2:6][CH2:5][CH2:4][CH:3]1[CH2:7][C:8]([O:10][CH3:11])=[O:9], predict the reactants needed to synthesize it. The reactants are: [O:1]=[C:2]1[CH2:6][CH2:5][CH2:4][CH:3]1[CH2:7][C:8]([OH:10])=[O:9].[C:11]([O-])([O-])=O.[K+].[K+].IC.